Dataset: Catalyst prediction with 721,799 reactions and 888 catalyst types from USPTO. Task: Predict which catalyst facilitates the given reaction. (1) Reactant: [C:1]([NH:5][NH:6][C:7]1[C:8]2[S:16][CH:15]=[C:14]([CH3:17])[C:9]=2[N:10]=[C:11](Cl)[N:12]=1)([CH3:4])([CH3:3])[CH3:2].[CH2:18]([NH2:21])[CH:19]=[CH2:20].C(=O)([O-])O.[Na+]. Product: [CH2:18]([NH:21][C:11]1[N:12]=[C:7]([NH:6][NH:5][C:1]([CH3:4])([CH3:3])[CH3:2])[C:8]2[S:16][CH:15]=[C:14]([CH3:17])[C:9]=2[N:10]=1)[CH:19]=[CH2:20]. The catalyst class is: 175. (2) Reactant: [F:1][C:2]1[CH:7]=[C:6]([C:8]2[CH:13]=[CH:12][C:11]([CH2:14][C:15]([O:17]CC)=[O:16])=[CH:10][N:9]=2)[CH:5]=[CH:4][N:3]=1.[OH-].[Na+].Cl. Product: [F:1][C:2]1[CH:7]=[C:6]([C:8]2[CH:13]=[CH:12][C:11]([CH2:14][C:15]([OH:17])=[O:16])=[CH:10][N:9]=2)[CH:5]=[CH:4][N:3]=1. The catalyst class is: 20.